Task: Predict the product of the given reaction.. Dataset: Forward reaction prediction with 1.9M reactions from USPTO patents (1976-2016) (1) Given the reactants [NH2:1][C:2]1[CH:7]=[CH:6][CH:5]=[CH:4][CH:3]=1.[C:8]([CH2:16][C:17]([O:19][CH2:20][CH3:21])=[O:18])(=O)[C:9]1[CH:14]=[CH:13][CH:12]=[CH:11][CH:10]=1.CC1C=CC(S(O)(=O)=O)=CC=1, predict the reaction product. The product is: [CH2:20]([O:19][C:17](=[O:18])[CH:16]=[C:8]([C:9]1[CH:14]=[CH:13][CH:12]=[CH:11][CH:10]=1)[NH:1][C:2]1[CH:7]=[CH:6][CH:5]=[CH:4][CH:3]=1)[CH3:21]. (2) Given the reactants [NH2:1][C:2]1[N:6]([C:7]2[CH:12]=[CH:11][N:10]=[C:9]([C@@H:13]([NH:17][C:18]([O:20][C:21]([CH3:24])([CH3:23])[CH3:22])=[O:19])[CH2:14][CH:15]=[CH2:16])[CH:8]=2)[N:5]=[C:4]([C:25]([O:27][CH2:28][CH3:29])=[O:26])[CH:3]=1.[CH3:30][C@H:31]([CH:35]=[CH2:36])[C:32](O)=[O:33].N1C=CC=CC=1.C(P1(=O)OP(CCC)(=O)OP(CCC)(=O)O1)CC, predict the reaction product. The product is: [C:21]([O:20][C:18]([NH:17][C@H:13]([C:9]1[CH:8]=[C:7]([N:6]2[C:2]([NH:1][C:32](=[O:33])[C@H:31]([CH3:30])[CH:35]=[CH2:36])=[CH:3][C:4]([C:25]([O:27][CH2:28][CH3:29])=[O:26])=[N:5]2)[CH:12]=[CH:11][N:10]=1)[CH2:14][CH:15]=[CH2:16])=[O:19])([CH3:22])([CH3:23])[CH3:24]. (3) Given the reactants [F:1][C:2]1[CH:3]=[C:4]2[C:9](=[CH:10][C:11]=1[O:12][CH2:13][CH2:14][N:15]1[CH2:20][CH2:19][O:18][CH2:17][CH2:16]1)[N:8]=[C:7]([CH:21]=[CH:22][C:23]1[O:24][C:25]([N+:28]([O-:30])=[O:29])=[CH:26][CH:27]=1)[NH:6][C:5]2=O.P(Cl)(Cl)(Cl)(Cl)[Cl:33].C(OCC)C, predict the reaction product. The product is: [Cl:33][C:5]1[C:4]2[C:9](=[CH:10][C:11]([O:12][CH2:13][CH2:14][N:15]3[CH2:20][CH2:19][O:18][CH2:17][CH2:16]3)=[C:2]([F:1])[CH:3]=2)[N:8]=[C:7]([CH:21]=[CH:22][C:23]2[O:24][C:25]([N+:28]([O-:30])=[O:29])=[CH:26][CH:27]=2)[N:6]=1. (4) Given the reactants [NH2:1][C:2]1[CH:7]=[CH:6][C:5]([N:8]2[C:14](=[O:15])[CH2:13][C:12](=[O:16])[NH:11][C:10]3[C:17]4[C:22]([CH:23]=[CH:24][C:9]2=3)=[CH:21][CH:20]=[CH:19][CH:18]=4)=[CH:4][CH:3]=1.C(C1C2NC(=O)CC(=O)N(C3C=CC(NC(=O)OC(C)(C)C)=CC=3)C=2C=CC=1)C.[Br:54][C:55]1[CH:56]=[C:57]([S:61](Cl)(=[O:63])=[O:62])[CH:58]=[CH:59][CH:60]=1, predict the reaction product. The product is: [Br:54][C:55]1[CH:56]=[C:57]([S:61]([NH:1][C:2]2[CH:7]=[CH:6][C:5]([N:8]3[C:14](=[O:15])[CH2:13][C:12](=[O:16])[NH:11][C:10]4[C:17]5[C:22]([CH:23]=[CH:24][C:9]3=4)=[CH:21][CH:20]=[CH:19][CH:18]=5)=[CH:4][CH:3]=2)(=[O:63])=[O:62])[CH:58]=[CH:59][CH:60]=1. (5) The product is: [CH2:28]([O:30][C:31]1[CH:32]=[C:33]([C:18]2[CH:19]=[CH:20][C:15]([O:14][CH2:13][CH2:12][N:4]([CH2:3][C@H:2]([OH:1])[C:22]3[CH:27]=[CH:26][CH:25]=[CH:24][CH:23]=3)[C:5](=[O:11])[O:6][C:7]([CH3:10])([CH3:9])[CH3:8])=[CH:16][CH:17]=2)[CH:34]=[CH:35][C:36]=1[C:37]([NH:39][S:40]([CH3:43])(=[O:42])=[O:41])=[O:38])[CH3:29]. Given the reactants [OH:1][C@H:2]([C:22]1[CH:27]=[CH:26][CH:25]=[CH:24][CH:23]=1)[CH2:3][N:4]([CH2:12][CH2:13][O:14][C:15]1[CH:20]=[CH:19][C:18](I)=[CH:17][CH:16]=1)[C:5](=[O:11])[O:6][C:7]([CH3:10])([CH3:9])[CH3:8].[CH2:28]([O:30][C:31]1[CH:32]=[C:33](B(O)O)[CH:34]=[CH:35][C:36]=1[C:37]([NH:39][S:40]([CH3:43])(=[O:42])=[O:41])=[O:38])[CH3:29].ClCCl.C(=O)([O-])[O-].[Na+].[Na+], predict the reaction product. (6) Given the reactants [CH:1]([O:4][C:5](=[O:15])[NH:6][C:7]1[CH:12]=[C:11](Cl)[N:10]=[C:9]([Cl:14])[N:8]=1)([CH3:3])[CH3:2].[NH2:16][C:17]1[CH:22]=[CH:21][CH:20]=[CH:19][CH:18]=1.CCN(C(C)C)C(C)C, predict the reaction product. The product is: [CH:1]([O:4][C:5](=[O:15])[NH:6][C:7]1[CH:12]=[C:11]([NH:16][C:17]2[CH:22]=[CH:21][CH:20]=[CH:19][CH:18]=2)[N:10]=[C:9]([Cl:14])[N:8]=1)([CH3:3])[CH3:2]. (7) Given the reactants [Cl:1][C:2]1[CH:3]=[CH:4][C:5]2[N:10]=[N:9][C:8](=[O:11])[N:7]([CH2:12][CH2:13][N:14]3[CH2:19][CH2:18][CH:17]([NH:20]C(=O)OC(C)(C)C)[CH2:16][CH2:15]3)[C:6]=2[CH:28]=1.C(O)(C(F)(F)F)=O.NC1CCN(CCN2C3C(=CC(C#N)=CC=3)N=CC2=O)CC1, predict the reaction product. The product is: [NH2:20][CH:17]1[CH2:18][CH2:19][N:14]([CH2:13][CH2:12][N:7]2[C:6]3[CH:28]=[C:2]([Cl:1])[CH:3]=[CH:4][C:5]=3[N:10]=[N:9][C:8]2=[O:11])[CH2:15][CH2:16]1.